Dataset: Forward reaction prediction with 1.9M reactions from USPTO patents (1976-2016). Task: Predict the product of the given reaction. Given the reactants [Cl:1][CH2:2][CH2:3][CH2:4][CH2:5][N:6]1[C:11](=[O:12])[NH:10][C:9](=[O:13])[CH:8]=[N:7]1.[C:14]([C:18]1[N:23]=[C:22]([N:24]2[CH2:29][CH2:28][NH:27][CH2:26][CH2:25]2)[CH:21]=[C:20]([CH:30]([F:32])[F:31])[N:19]=1)([CH3:17])([CH3:16])[CH3:15], predict the reaction product. The product is: [ClH:1].[C:14]([C:18]1[N:23]=[C:22]([N:24]2[CH2:29][CH2:28][N:27]([CH2:2][CH2:3][CH2:4][CH2:5][N:6]3[C:11](=[O:12])[NH:10][C:9](=[O:13])[CH:8]=[N:7]3)[CH2:26][CH2:25]2)[CH:21]=[C:20]([CH:30]([F:31])[F:32])[N:19]=1)([CH3:17])([CH3:15])[CH3:16].